From a dataset of Forward reaction prediction with 1.9M reactions from USPTO patents (1976-2016). Predict the product of the given reaction. (1) Given the reactants [CH3:1][O:2][C:3]1[CH:8]=[CH:7][C:6]([CH2:9][CH2:10][CH2:11][CH2:12][OH:13])=[CH:5][C:4]=1[CH3:14].CC(C)=[O:17].OS(O)(=O)=O.O=[Cr](=O)=O, predict the reaction product. The product is: [CH3:1][O:2][C:3]1[CH:8]=[CH:7][C:6]([CH2:9][CH2:10][CH2:11][C:12]([OH:17])=[O:13])=[CH:5][C:4]=1[CH3:14]. (2) Given the reactants [CH:1]1([CH:6]2[CH2:14][C:13]3[C:8](=[C:9]([CH3:32])[C:10]([CH3:31])=[C:11]([O:15][CH2:16][C:17]4[CH:22]=[CH:21][CH:20]=[C:19](B5OCC(C)(C)CO5)[CH:18]=4)[CH:12]=3)[C:7]2=[O:33])[CH2:5][CH2:4][CH2:3][CH2:2]1.Br[C:35]1[CH:44]=[CH:43][C:38]([C:39]([O:41]C)=[O:40])=[C:37]([Cl:45])[CH:36]=1, predict the reaction product. The product is: [Cl:45][C:37]1[CH:36]=[C:35]([C:21]2[CH:20]=[CH:19][CH:18]=[C:17]([CH2:16][O:15][C:11]3[CH:12]=[C:13]4[C:8](=[C:9]([CH3:32])[C:10]=3[CH3:31])[C:7](=[O:33])[CH:6]([CH:1]3[CH2:5][CH2:4][CH2:3][CH2:2]3)[CH2:14]4)[CH:22]=2)[CH:44]=[CH:43][C:38]=1[C:39]([OH:41])=[O:40]. (3) Given the reactants [CH3:1][O:2][C:3]1[CH:4]=[C:5]2[C:10](=[CH:11][C:12]=1[O:13][CH3:14])[N:9]=[CH:8][N:7]=[C:6]2[O:15][C:16]1[CH:22]=[CH:21][C:19]([NH2:20])=[CH:18][CH:17]=1.ClC(Cl)(O[C:27](=[O:33])[O:28][C:29](Cl)(Cl)Cl)Cl.[O:35]1[CH2:40][CH2:39]C(O)[CH2:37][CH2:36]1.C(=O)(O)[O-].[Na+], predict the reaction product. The product is: [CH3:1][O:2][C:3]1[CH:4]=[C:5]2[C:10](=[CH:11][C:12]=1[O:13][CH3:14])[N:9]=[CH:8][N:7]=[C:6]2[O:15][C:16]1[CH:22]=[CH:21][C:19]([NH:20][C:27](=[O:33])[O:28][CH:29]2[CH2:39][CH2:40][O:35][CH2:36][CH2:37]2)=[CH:18][CH:17]=1. (4) The product is: [OH:11][CH2:10][C:9]([O:25][C@@H:20]1[CH2:21][CH2:22][CH2:23][CH2:24][C@H:19]1[C:13]1[CH:18]=[CH:17][CH:16]=[CH:15][CH:14]=1)=[O:8].[CH:26]([Si:29]([CH:33]([CH3:35])[CH3:34])([CH:30]([CH3:32])[CH3:31])[O:8][CH2:9][C:10]([O:25][C@@H:20]1[CH2:21][CH2:22][CH2:23][CH2:24][C@H:19]1[C:13]1[CH:18]=[CH:17][CH:16]=[CH:15][CH:14]=1)=[O:11])([CH3:28])[CH3:27]. Given the reactants C([O:8][CH2:9][C:10](Cl)=[O:11])C1C=CC=CC=1.[C:13]1([C@@H:19]2[CH2:24][CH2:23][CH2:22][CH2:21][C@H:20]2[OH:25])[CH:18]=[CH:17][CH:16]=[CH:15][CH:14]=1.[CH:26]([Si:29](Cl)([CH:33]([CH3:35])[CH3:34])[CH:30]([CH3:32])[CH3:31])([CH3:28])[CH3:27].N1C=CN=C1, predict the reaction product. (5) Given the reactants [C:1]([OH:20])(=O)[CH2:2][CH2:3][CH2:4][CH2:5][CH2:6][CH2:7][CH2:8]/[CH:9]=[CH:10]\[CH2:11][CH2:12][CH2:13][CH2:14][CH2:15][CH2:16][CH2:17][CH3:18].C(N[C@H](C(O)=O)C)(=O)CCCCCCC/C=C\CCCCCCCC.[NH2:46][C@H:47]([C:49]([NH:51][C@H:52]([C:56]([OH:58])=[O:57])[CH:53]([CH3:55])[CH3:54])=[O:50])[CH3:48].N[C@H](C(O)=O)C(C)C, predict the reaction product. The product is: [C:1]([NH:46][C@H:47]([C:49]([NH:51][C@H:52]([C:56]([OH:58])=[O:57])[CH:53]([CH3:54])[CH3:55])=[O:50])[CH3:48])(=[O:20])[CH2:2][CH2:3][CH2:4][CH2:5][CH2:6][CH2:7][CH2:8]/[CH:9]=[CH:10]\[CH2:11][CH2:12][CH2:13][CH2:14][CH2:15][CH2:16][CH2:17][CH3:18]. (6) The product is: [CH:1]1([N:6]2[C:14]3[CH:13]=[C:12]([CH:15]4[CH2:16][C:17]([CH3:23])([CH3:24])[NH:18][C:19]([CH3:22])([CH3:21])[CH2:20]4)[CH:11]=[C:10]([C:25]([NH:27][CH2:28][C:29]4[C:30](=[O:37])[NH:31][C:32]([CH3:36])=[CH:33][C:34]=4[CH3:35])=[O:26])[C:9]=3[CH:8]=[N:7]2)[CH2:2][CH2:3][CH2:4][CH2:5]1. Given the reactants [CH:1]1([N:6]2[C:14]3[CH:13]=[C:12]([C:15]4[CH2:16][C:17]([CH3:24])([CH3:23])[NH:18][C:19]([CH3:22])([CH3:21])[CH:20]=4)[CH:11]=[C:10]([C:25]([NH:27][CH2:28][C:29]4[C:30](=[O:37])[NH:31][C:32]([CH3:36])=[CH:33][C:34]=4[CH3:35])=[O:26])[C:9]=3[CH:8]=[N:7]2)[CH2:5][CH2:4][CH2:3][CH2:2]1, predict the reaction product.